Dataset: Experimentally validated miRNA-target interactions with 360,000+ pairs, plus equal number of negative samples. Task: Binary Classification. Given a miRNA mature sequence and a target amino acid sequence, predict their likelihood of interaction. (1) The miRNA is hsa-miR-7110-3p with sequence UCUCUCUCCCACUUCCCUGCAG. The protein sequence of the target gene is MTLTERLREKISQAFYNHGLLCASYPIPIILFTGLCILACCYPLLKLPLPGTGPVEFSTPVKGYSPPPADSDHKQGEPSEQPEWYVGAPVAYIQQIFVKSSVSPWHRNLLAVDVFRSPLSRAFQLVEEIRNHVLRDSSGTKSLEEVCLQVTDLLPGLRKLRSLLPEHGCLLLSPGNFWQNDWERFHADPDIIGTIHQHEPKTLQTSATLKDLLFGVPGKYSGVSLYTRKRMVSYTITLVFQRYHAKFLSSLRARLMLLHPSPNCSLRAENLVHVHFKEEIGIAELIPLVTTYIILFAYIY.... Result: 0 (no interaction). (2) The miRNA is mmu-miR-6934-3p with sequence ACCUCUGCUCCUGCCCCACCAG. The protein sequence of the target gene is MAETAAESGGGGDSGVGACERGVAPIKAQYRTTKERFHEYLDGDKQEGACQEVPTGDPAEPGAKRIRLEDGQENGKTEVAIESRERQVPKRARGQNKSRPHVKPAHYDKDRLCPSFLQEPATPCAFGDRCRFLHDVGRYLETKPADLGPRCVLFETFGRCPFSMTCRFAGAHLGPEGQNLVQEEVVARCAQLPSVRNGLDRALQQQLRKRQVCFERAEQALNRLTQSPMPTVVPETTVAMATPKQNSCHAQLDTVGGAGTPQSSPVPTCGPLTDEDVIRLRPCEKKRLDISGKLYLAPLT.... Result: 0 (no interaction). (3) The miRNA is mmu-miR-149-5p with sequence UCUGGCUCCGUGUCUUCACUCCC. The protein sequence of the target gene is MTAAPASPQQMRDRLLQAIDSQSNIRNMVAVLEVISSLERYPITKEALEETRLGKLINDVRKKTKNEELAKRAKRLLRSWQKLIEPVHQNEVALRALAGAAGSANGGAHNCRPEMGVAGAPKSIHDLKNRNDIQRLPGQRLDRLGSRKRRGDQRDLGHPGPPHKVSKGSPDPLVPNASPLPTNGISGSPESLPSPLDGSGHLGPDGSRLEPSDNEKHSTKIPVNAVRPRPSSPGLGKPPVPCLQTKAAQLQQLDRADESPGPPYPRGSSRCSFSPRNSRHEGSFSRHRSSYIPKGQVSSP.... Result: 1 (interaction).